Dataset: Forward reaction prediction with 1.9M reactions from USPTO patents (1976-2016). Task: Predict the product of the given reaction. (1) The product is: [ClH:32].[NH2:8][C@H:9]([CH2:22][C:23]1[CH:28]=[C:27]([F:29])[C:26]([F:30])=[CH:25][C:24]=1[F:31])[CH2:10][C:11]([N:13]1[CH2:17][CH2:16][S:15][CH:14]1[C:18]([O:20][CH3:21])=[O:19])=[O:12]. Given the reactants C(OC([NH:8][C@H:9]([CH2:22][C:23]1[CH:28]=[C:27]([F:29])[C:26]([F:30])=[CH:25][C:24]=1[F:31])[CH2:10][C:11]([N:13]1[CH2:17][CH2:16][S:15][CH:14]1[C:18]([O:20][CH3:21])=[O:19])=[O:12])=O)(C)(C)C.[ClH:32].O1CCOCC1, predict the reaction product. (2) Given the reactants [I:1]I.[NH2:3][C:4]1[CH:5]=[CH:6][C:7]([C:10]#[N:11])=[N:8][CH:9]=1, predict the reaction product. The product is: [NH2:3][C:4]1[CH:5]=[CH:6][C:7]([C:10]#[N:11])=[N:8][C:9]=1[I:1]. (3) Given the reactants [F:1][C:2]1[CH:7]=[CH:6][C:5]([C:8]2[O:9][C:10]3[CH:20]=[C:19]([N:21]([CH3:26])[S:22]([CH3:25])(=[O:24])=[O:23])[C:18]([C:27]4[CH:32]=[CH:31][CH:30]=[C:29]([N+:33]([O-])=O)[CH:28]=4)=[CH:17][C:11]=3[C:12]=2[C:13]([NH:15][CH3:16])=[O:14])=[CH:4][CH:3]=1, predict the reaction product. The product is: [NH2:33][C:29]1[CH:28]=[C:27]([C:18]2[C:19]([N:21]([CH3:26])[S:22]([CH3:25])(=[O:24])=[O:23])=[CH:20][C:10]3[O:9][C:8]([C:5]4[CH:4]=[CH:3][C:2]([F:1])=[CH:7][CH:6]=4)=[C:12]([C:13]([NH:15][CH3:16])=[O:14])[C:11]=3[CH:17]=2)[CH:32]=[CH:31][CH:30]=1. (4) Given the reactants [C:1]1([C:7]2[C:8]3[CH:16]=[CH:15][CH:14]=[CH:13][C:9]=3[S:10][C:11]=2[NH2:12])[CH:6]=[CH:5][CH:4]=[CH:3][CH:2]=1.[C:17]12[C:25](=[O:26])[O:24][C:22](=[O:23])[C:18]=1[CH2:19][CH2:20][CH2:21]2, predict the reaction product. The product is: [C:1]1([C:7]2[C:8]3[CH:16]=[CH:15][CH:14]=[CH:13][C:9]=3[S:10][C:11]=2[NH:12][C:25]([C:17]2[CH2:21][CH2:20][CH2:19][C:18]=2[C:22]([OH:24])=[O:23])=[O:26])[CH:2]=[CH:3][CH:4]=[CH:5][CH:6]=1.